From a dataset of NCI-60 drug combinations with 297,098 pairs across 59 cell lines. Regression. Given two drug SMILES strings and cell line genomic features, predict the synergy score measuring deviation from expected non-interaction effect. (1) Drug 1: COC1=C(C=C2C(=C1)N=CN=C2NC3=CC(=C(C=C3)F)Cl)OCCCN4CCOCC4. Drug 2: CC1=C(C(CCC1)(C)C)C=CC(=CC=CC(=CC(=O)O)C)C. Cell line: NCI-H322M. Synergy scores: CSS=45.5, Synergy_ZIP=3.32, Synergy_Bliss=2.85, Synergy_Loewe=-4.50, Synergy_HSA=3.85. (2) Drug 1: C1CCN(CC1)CCOC2=CC=C(C=C2)C(=O)C3=C(SC4=C3C=CC(=C4)O)C5=CC=C(C=C5)O. Drug 2: CC1CCC2CC(C(=CC=CC=CC(CC(C(=O)C(C(C(=CC(C(=O)CC(OC(=O)C3CCCCN3C(=O)C(=O)C1(O2)O)C(C)CC4CCC(C(C4)OC)OCCO)C)C)O)OC)C)C)C)OC. Cell line: A549. Synergy scores: CSS=30.6, Synergy_ZIP=2.60, Synergy_Bliss=3.49, Synergy_Loewe=-18.9, Synergy_HSA=2.23. (3) Drug 1: CS(=O)(=O)C1=CC(=C(C=C1)C(=O)NC2=CC(=C(C=C2)Cl)C3=CC=CC=N3)Cl. Drug 2: CCN(CC)CCCC(C)NC1=C2C=C(C=CC2=NC3=C1C=CC(=C3)Cl)OC. Cell line: A498. Synergy scores: CSS=12.3, Synergy_ZIP=-3.49, Synergy_Bliss=-1.95, Synergy_Loewe=-10.00, Synergy_HSA=-1.67.